The task is: Predict which catalyst facilitates the given reaction.. This data is from Catalyst prediction with 721,799 reactions and 888 catalyst types from USPTO. (1) Reactant: CC1(C)OB([C:7]2[CH:12]=[CH:11][C:10]([C:13]([N:15]3[CH2:20][CH2:19][N:18]([C:21]([O:23][CH2:24][C:25]4[CH:30]=[CH:29][CH:28]=[CH:27][CH:26]=4)=[O:22])[CH2:17][CH2:16]3)=[O:14])=[CH:9][CH:8]=2)OC1(C)C.Br[C:35]1[CH:36]=[C:37]([C:41]2[CH:45]=[C:44]([NH:46][C:47](=[O:53])[O:48][C:49]([CH3:52])([CH3:51])[CH3:50])[NH:43][N:42]=2)[CH:38]=[CH:39][CH:40]=1.C(=O)([O-])[O-].[Na+].[Na+]. Product: [C:49]([O:48][C:47]([NH:46][C:44]1[NH:43][N:42]=[C:41]([C:37]2[CH:36]=[C:35]([C:7]3[CH:8]=[CH:9][C:10]([C:13]([N:15]4[CH2:20][CH2:19][N:18]([C:21]([O:23][CH2:24][C:25]5[CH:30]=[CH:29][CH:28]=[CH:27][CH:26]=5)=[O:22])[CH2:17][CH2:16]4)=[O:14])=[CH:11][CH:12]=3)[CH:40]=[CH:39][CH:38]=2)[CH:45]=1)=[O:53])([CH3:52])([CH3:51])[CH3:50]. The catalyst class is: 117. (2) Reactant: [O:1]1[C:6]2[CH:7]=[CH:8][CH:9]=[CH:10][C:5]=2[NH:4][CH:3]([CH2:11][OH:12])[CH2:2]1.C(=O)([O-])O.[Na+].[N+:18]([C:21]1[CH:22]=[C:23]([S:27](Cl)(=[O:29])=[O:28])[CH:24]=[CH:25][CH:26]=1)([O-:20])=[O:19].O. Product: [N+:18]([C:21]1[CH:22]=[C:23]([S:27]([N:4]2[C:5]3[CH:10]=[CH:9][CH:8]=[CH:7][C:6]=3[O:1][CH2:2][CH:3]2[CH2:11][OH:12])(=[O:29])=[O:28])[CH:24]=[CH:25][CH:26]=1)([O-:20])=[O:19]. The catalyst class is: 1. (3) Reactant: [N:1]1[CH:6]=[CH:5][CH:4]=[CH:3][CH:2]=1.[C:7](Cl)(=[O:10])[CH:8]=[CH2:9].[Cl-].[Al+3].[Cl-].[Cl-]. Product: [C:7]([C:4]1[CH:5]=[CH:6][N:1]=[CH:2][CH:3]=1)(=[O:10])[CH:8]=[CH2:9]. The catalyst class is: 4. (4) Reactant: [CH3:1][O:2][C:3]1[CH:8]=[CH:7][C:6]([C:9]2[O:13][N:12]=[CH:11][C:10]=2[CH2:14][CH2:15][C:16](OC)=[O:17])=[CH:5][CH:4]=1.[H-].C([Al+]CC(C)C)C(C)C.Cl. Product: [CH3:1][O:2][C:3]1[CH:4]=[CH:5][C:6]([C:9]2[O:13][N:12]=[CH:11][C:10]=2[CH2:14][CH2:15][CH2:16][OH:17])=[CH:7][CH:8]=1. The catalyst class is: 7. (5) Reactant: [CH2:1]([O:3][C:4]([C:6]1[C:10]([N+:11]([O-])=O)=[CH:9][N:8]([CH2:14][C:15]2[CH:20]=[CH:19][C:18]([O:21][CH3:22])=[CH:17][CH:16]=2)[N:7]=1)=[O:5])[CH3:2]. Product: [CH2:1]([O:3][C:4]([C:6]1[C:10]([NH2:11])=[CH:9][N:8]([CH2:14][C:15]2[CH:16]=[CH:17][C:18]([O:21][CH3:22])=[CH:19][CH:20]=2)[N:7]=1)=[O:5])[CH3:2]. The catalyst class is: 50. (6) Reactant: C(P(C12CC3CC(CC(C3)C1)C2)C12CC3CC(CC(C3)C1)C2)CCC.[OH:26][C@:27]1([C:41]2[S:42][CH:43]=[CH:44][N:45]=2)[CH2:36][CH2:35][CH2:34][C:33]2[CH:32]=[C:31]([C:37]([O:39][CH3:40])=[O:38])[CH:30]=[CH:29][C:28]1=2.Br[C:47]1[N:52]=[C:51]([NH2:53])[CH:50]=[C:49]([CH3:54])[CH:48]=1.C(O)(=O)C(C)(C)C.[F-].[Cs+]. Product: [NH2:53][C:51]1[N:52]=[C:47]([C:43]2[S:42][C:41]([C@@:27]3([OH:26])[CH2:36][CH2:35][CH2:34][C:33]4[CH:32]=[C:31]([C:37]([O:39][CH3:40])=[O:38])[CH:30]=[CH:29][C:28]3=4)=[N:45][CH:44]=2)[CH:48]=[C:49]([CH3:54])[CH:50]=1. The catalyst class is: 160. (7) Reactant: [N:1]([C:4]1[CH:9]=[CH:8][C:7]([N:10]2[CH2:15][CH2:14][N:13]([CH3:16])[CH2:12][CH2:11]2)=[CH:6][CH:5]=1)=[C:2]=[S:3].[N:17]#[C:18][NH2:19].CC(C)([O-])C.[K+].Br[CH2:27][C:28]([C:30]1[CH:35]=[CH:34][C:33]([Cl:36])=[C:32]([N+:37]([O-:39])=[O:38])[CH:31]=1)=[O:29]. Product: [NH2:17][C:18]1[N:19]=[C:2]([NH:1][C:4]2[CH:5]=[CH:6][C:7]([N:10]3[CH2:11][CH2:12][N:13]([CH3:16])[CH2:14][CH2:15]3)=[CH:8][CH:9]=2)[S:3][C:27]=1[C:28]([C:30]1[CH:35]=[CH:34][C:33]([Cl:36])=[C:32]([N+:37]([O-:39])=[O:38])[CH:31]=1)=[O:29]. The catalyst class is: 47. (8) Reactant: C([O:3][C:4](=[O:31])[CH:5]([C:7]1[CH:12]=[CH:11][C:10]([NH:13][C:14]([C:16]2[NH:17][C:18]([C:21]#[N:22])=[CH:19][N:20]=2)=[O:15])=[C:9]([C:23]2[CH2:28][CH2:27][C:26]([CH3:30])([CH3:29])[CH2:25][CH:24]=2)[CH:8]=1)[OH:6])C.[OH-].[K+].C(O)(C(F)(F)F)=O. Product: [C:21]([C:18]1[NH:17][C:16]([C:14]([NH:13][C:10]2[CH:11]=[CH:12][C:7]([CH:5]([OH:6])[C:4]([OH:31])=[O:3])=[CH:8][C:9]=2[C:23]2[CH2:28][CH2:27][C:26]([CH3:30])([CH3:29])[CH2:25][CH:24]=2)=[O:15])=[N:20][CH:19]=1)#[N:22]. The catalyst class is: 14. (9) Reactant: [NH2:1][CH2:2][CH2:3][N:4]1[C:9](=[O:10])[CH:8]=[CH:7][C:6]([C:11]2[CH:16]=[CH:15][CH:14]=[CH:13][CH:12]=2)=[N:5]1.[Cl:17][C:18]1[CH:23]=[C:22](F)[CH:21]=[CH:20][N:19]=1.C([O-])([O-])=O.[K+].[K+]. Product: [Cl:17][C:18]1[CH:23]=[C:22]([NH:1][CH2:2][CH2:3][N:4]2[C:9](=[O:10])[CH:8]=[CH:7][C:6]([C:11]3[CH:16]=[CH:15][CH:14]=[CH:13][CH:12]=3)=[N:5]2)[CH:21]=[CH:20][N:19]=1. The catalyst class is: 3. (10) Reactant: [Si:1]([O:8][CH:9]1[CH:14]([NH:15][C:16](=[O:22])[O:17][C:18]([CH3:21])([CH3:20])[CH3:19])[CH:13]=[C:12]([C:23]2[CH:28]=[CH:27][N:26]=[CH:25][C:24]=2[N+:29]([O-])=O)[CH2:11][CH2:10]1)([C:4]([CH3:7])([CH3:6])[CH3:5])([CH3:3])[CH3:2].CO. Product: [NH2:29][C:24]1[CH:25]=[N:26][CH:27]=[CH:28][C:23]=1[C:12]1[CH2:11][CH2:10][CH:9]([O:8][Si:1]([C:4]([CH3:7])([CH3:5])[CH3:6])([CH3:3])[CH3:2])[CH:14]([NH:15][C:16](=[O:22])[O:17][C:18]([CH3:21])([CH3:20])[CH3:19])[CH:13]=1. The catalyst class is: 409.